From a dataset of Forward reaction prediction with 1.9M reactions from USPTO patents (1976-2016). Predict the product of the given reaction. (1) Given the reactants [CH2:1]([O:3][C:4]1[CH:9]=[CH:8][C:7]([S:10]([NH:13][CH2:14][C:15]2[CH:20]=[CH:19][CH:18]=[CH:17][N:16]=2)(=[O:12])=[O:11])=[CH:6][CH:5]=1)[CH3:2].Br[CH2:22][C:23]1[CH:33]=[CH:32][C:26]([C:27]([O:29][CH2:30][CH3:31])=[O:28])=[CH:25][CH:24]=1, predict the reaction product. The product is: [CH2:30]([O:29][C:27](=[O:28])[C:26]1[CH:32]=[CH:33][C:23]([CH2:22][N:13]([S:10]([C:7]2[CH:6]=[CH:5][C:4]([O:3][CH2:1][CH3:2])=[CH:9][CH:8]=2)(=[O:11])=[O:12])[CH2:14][C:15]2[CH:20]=[CH:19][CH:18]=[CH:17][N:16]=2)=[CH:24][CH:25]=1)[CH3:31]. (2) The product is: [Br:59][C:55]1[CH:54]=[C:53]2[C:58]([C:49]([NH:48][C:40]3[CH:39]=[C:38]([C:36]([O:35][CH3:34])=[O:37])[CH:43]=[C:42]([C:44]([O:46][CH3:47])=[O:45])[CH:41]=3)=[C:50]([C:60]([NH:65][CH2:68][C:11]3[CH:12]=[CH:13][CH:14]=[C:15]([C:36]([O:35][CH3:34])=[O:37])[CH:16]=3)=[O:62])[CH:51]=[N:52]2)=[CH:57][CH:56]=1. Given the reactants F[P-](F)(F)(F)(F)F.N1(O[P+](N2CCCC2)(N2CCCC2)N2CCCC2)[C:12]2[CH:13]=[CH:14][CH:15]=[CH:16][C:11]=2N=N1.[CH3:34][O:35][C:36]([C:38]1[CH:39]=[C:40]([NH:48][C:49]2[C:58]3[C:53](=[CH:54][C:55]([Br:59])=[CH:56][CH:57]=3)[N:52]=[CH:51][C:50]=2[C:60]([OH:62])=O)[CH:41]=[C:42]([C:44]([O:46][CH3:47])=[O:45])[CH:43]=1)=[O:37].C([N:65]([CH2:68]C)CC)C, predict the reaction product. (3) Given the reactants Br[CH:2]1[C:10]2[C:5](=[CH:6][CH:7]=[C:8]([Br:11])[CH:9]=2)[C:4](=[O:12])[O:3]1.[OH-:13].[Na+].C, predict the reaction product. The product is: [Br:11][C:8]1[CH:7]=[CH:6][C:5]([C:4]([OH:3])=[O:12])=[C:10]([CH:2]=[O:13])[CH:9]=1. (4) Given the reactants [F:1][C:2]([F:7])([F:6])[C:3]([OH:5])=[O:4].[C:8]([C:10]1[CH:11]=[C:12]([C:20]2[S:24][C:23]([N:25]3[C:42]([CH3:43])=[C:28]4[CH2:29][N:30]([CH2:33][CH2:34][C:35]([O:37]C(C)(C)C)=[O:36])[CH2:31][CH2:32][C:27]4=[N:26]3)=[N:22][N:21]=2)[CH:13]=[CH:14][C:15]=1[O:16][CH:17]([CH3:19])[CH3:18])#[N:9], predict the reaction product. The product is: [F:1][C:2]([F:7])([F:6])[C:3]([OH:5])=[O:4].[C:8]([C:10]1[CH:11]=[C:12]([C:20]2[S:24][C:23]([N:25]3[C:42]([CH3:43])=[C:28]4[CH2:29][N:30]([CH2:33][CH2:34][C:35]([OH:37])=[O:36])[CH2:31][CH2:32][C:27]4=[N:26]3)=[N:22][N:21]=2)[CH:13]=[CH:14][C:15]=1[O:16][CH:17]([CH3:18])[CH3:19])#[N:9]. (5) Given the reactants Cl[C:2]1[N:3]=[C:4]([NH:11][CH2:12][CH:13]2[CH2:16][N:15]([C:17](=[O:20])[CH:18]=[CH2:19])[CH2:14]2)[C:5]2[CH:10]=[CH:9][S:8][C:6]=2[N:7]=1.[CH3:21][N:22]1[CH:26]=[C:25]([NH2:27])[CH:24]=[N:23]1.C1(P(C2C=CC=CC=2)C2C=CC3C(=CC=CC=3)C=2C2C3C(=CC=CC=3)C=CC=2P(C2C=CC=CC=2)C2C=CC=CC=2)C=CC=CC=1.C(=O)([O-])[O-].[Cs+].[Cs+], predict the reaction product. The product is: [CH3:21][N:22]1[CH:26]=[C:25]([NH:27][C:2]2[N:3]=[C:4]([NH:11][CH2:12][CH:13]3[CH2:16][N:15]([C:17](=[O:20])[CH:18]=[CH2:19])[CH2:14]3)[C:5]3[CH:10]=[CH:9][S:8][C:6]=3[N:7]=2)[CH:24]=[N:23]1. (6) Given the reactants NC1C=CC=CC=1NC(=O)C1C=CC(CNC2N=C(C3C=CC(OCCN(C)C)=CC=3)C=CN=2)=CC=1.C(OC(=O)[NH:43][C:44]1[CH:49]=[CH:48][CH:47]=[CH:46][C:45]=1[NH:50][C:51](=[O:66])[C:52]1[CH:57]=[CH:56][C:55]([CH:58]=[C:59]2[S:63][C:62](=[O:64])[NH:61][C:60]2=[O:65])=[CH:54][CH:53]=1)(C)(C)C, predict the reaction product. The product is: [NH2:43][C:44]1[CH:49]=[CH:48][CH:47]=[CH:46][C:45]=1[NH:50][C:51](=[O:66])[C:52]1[CH:53]=[CH:54][C:55]([CH:58]=[C:59]2[S:63][C:62](=[O:64])[NH:61][C:60]2=[O:65])=[CH:56][CH:57]=1.